From a dataset of Forward reaction prediction with 1.9M reactions from USPTO patents (1976-2016). Predict the product of the given reaction. (1) Given the reactants [CH3:1][CH:2]([CH3:7])[CH2:3][S:4]([O-:6])=[O:5].[Na+].[Cl:9][C:10]1[N:15]=[C:14]([CH2:16]Cl)[CH:13]=[CH:12][N:11]=1.O, predict the reaction product. The product is: [Cl:9][C:10]1[N:15]=[C:14]([CH2:16][S:4]([CH2:3][CH:2]([CH3:7])[CH3:1])(=[O:6])=[O:5])[CH:13]=[CH:12][N:11]=1. (2) Given the reactants [F:1][C:2]1[CH:7]=[CH:6][C:5]([NH:8][C:9](=[O:15])[O:10][C:11]([CH3:14])([CH3:13])[CH3:12])=[C:4]([N+:16]([O-])=O)[CH:3]=1.S(S([O-])=O)([O-])=O.[Na+].[Na+].C(=O)(O)[O-].[Na+].[Cl-].[Na+], predict the reaction product. The product is: [NH2:16][C:4]1[CH:3]=[C:2]([F:1])[CH:7]=[CH:6][C:5]=1[NH:8][C:9](=[O:15])[O:10][C:11]([CH3:13])([CH3:12])[CH3:14]. (3) The product is: [CH3:1][O:2][C:3]([C:4]1[CH2:5][CH:6]([C:7]2[CH:12]=[CH:11][C:10]([Br:13])=[CH:9][CH:8]=2)[N:25]([C:19]2[CH:20]=[CH:21][C:22]([F:24])=[CH:23][C:18]=2[F:17])[N:26]=1)=[O:15]. Given the reactants [CH3:1][O:2][C:3](=[O:15])[C:4](=O)[CH:5]=[CH:6][C:7]1[CH:12]=[CH:11][C:10]([Br:13])=[CH:9][CH:8]=1.Cl.[F:17][C:18]1[CH:23]=[C:22]([F:24])[CH:21]=[CH:20][C:19]=1[NH:25][NH2:26], predict the reaction product. (4) The product is: [NH2:21][C:18]1[CH:19]=[CH:20][C:15]([C:7]2[C:8]3[C:9](=[N:10][CH:11]=[N:12][C:13]=3[NH2:14])[NH:5][N:6]=2)=[CH:16][CH:17]=1. Given the reactants C([N:5]1[C:9]2=[N:10][CH:11]=[N:12][C:13]([NH2:14])=[C:8]2[C:7]([C:15]2[CH:20]=[CH:19][C:18]([NH2:21])=[CH:17][CH:16]=2)=[N:6]1)(C)(C)C, predict the reaction product. (5) Given the reactants [Cl:1][C:2]1[C:3]([N:9]2[C:18](=[O:19])[C:17]3[C:12](=[CH:13][C:14]([C:20]([O:22]C)=[O:21])=[CH:15][CH:16]=3)[NH:11][C:10]2=[S:24])=[N:4][CH:5]=[C:6]([Cl:8])[CH:7]=1.[OH-].[Na+], predict the reaction product. The product is: [Cl:1][C:2]1[C:3]([N:9]2[C:18](=[O:19])[C:17]3[C:12](=[CH:13][C:14]([C:20]([OH:22])=[O:21])=[CH:15][CH:16]=3)[NH:11][C:10]2=[S:24])=[N:4][CH:5]=[C:6]([Cl:8])[CH:7]=1. (6) Given the reactants [C:1]([O:5][C:6]([NH:8][C@@H:9]([CH2:14][CH2:15][CH2:16][C@H:17]([CH2:36][CH2:37][S:38][CH3:39])[C@@H:18]([O:31][CH2:32][CH:33]([CH3:35])[CH3:34])[C@@H:19]([O:21]CC1C=CC(OC)=CC=1)[CH3:20])[C:10]([O:12][CH3:13])=[O:11])=[O:7])([CH3:4])([CH3:3])[CH3:2].C(C1C(=O)C(Cl)=C(Cl)C(=O)C=1C#N)#N.[OH-].[Na+], predict the reaction product. The product is: [C:1]([O:5][C:6]([NH:8][C@@H:9]([CH2:14][CH2:15][CH2:16][C@H:17]([CH2:36][CH2:37][S:38][CH3:39])[C@@H:18]([O:31][CH2:32][CH:33]([CH3:34])[CH3:35])[C@@H:19]([OH:21])[CH3:20])[C:10]([O:12][CH3:13])=[O:11])=[O:7])([CH3:2])([CH3:4])[CH3:3]. (7) Given the reactants BrC1C=CC2OC3C(=O)NC(C4CCN(C(OC(C)(C)C)=O)CC4)=NC=3C=2C=1.[Br:29][C:30]1[CH:31]=[CH:32][C:33]2[O:37][C:36]([C:38](=[O:40])[NH2:39])=[C:35]([NH:41][C:42]([C:44]3[CH:45]=[N:46][C:47]4[N:48]([N:50]=[C:51]([CH:53]5[CH2:58][CH2:57][N:56]([C:59]([O:61][C:62]([CH3:65])([CH3:64])[CH3:63])=[O:60])[CH2:55][CH2:54]5)[CH:52]=4)[CH:49]=3)=O)[C:34]=2[CH:66]=1.BrC1C=CC2OC(C(=O)N)=C(NC(C3CCN(C(OC(C)(C)C)=O)CC3)=O)C=2C=1, predict the reaction product. The product is: [Br:29][C:30]1[CH:31]=[CH:32][C:33]2[O:37][C:36]3[C:38](=[O:40])[NH:39][C:42]([C:44]4[CH:45]=[N:46][C:47]5[N:48]([N:50]=[C:51]([CH:53]6[CH2:58][CH2:57][N:56]([C:59]([O:61][C:62]([CH3:63])([CH3:64])[CH3:65])=[O:60])[CH2:55][CH2:54]6)[CH:52]=5)[CH:49]=4)=[N:41][C:35]=3[C:34]=2[CH:66]=1. (8) The product is: [C:1]12([C:11]3[CH:12]=[C:13]([C:19]4[S:23][C:22]([CH:24]=[C:32]5[S:26][C:27]([N:33]6[CH2:37][CH2:36][CH2:35][CH2:34]6)=[N:29][C:30]5=[O:31])=[CH:21][CH:20]=4)[CH:14]=[C:15]([F:18])[C:16]=3[OH:17])[CH2:10][CH:5]3[CH2:4][CH:3]([CH2:9][CH:7]([CH2:6]3)[CH2:8]1)[CH2:2]2. Given the reactants [C:1]12([C:11]3[CH:12]=[C:13]([C:19]4[S:23][C:22]([CH:24]=O)=[CH:21][CH:20]=4)[CH:14]=[C:15]([F:18])[C:16]=3[OH:17])[CH2:10][CH:5]3[CH2:6][CH:7]([CH2:9][CH:3]([CH2:4]3)[CH2:2]1)[CH2:8]2.[S:26]1[CH2:32][C:30](=[O:31])[NH:29][C:27]1=S.[NH:33]1[CH2:37][CH2:36][CH2:35][CH2:34]1, predict the reaction product.